This data is from Forward reaction prediction with 1.9M reactions from USPTO patents (1976-2016). The task is: Predict the product of the given reaction. (1) Given the reactants [Cl:1][C:2]1[N:7]2[N:8]=[C:9]([C:11]3[CH:16]=[CH:15][CH:14]=[CH:13][CH:12]=3)[CH:10]=[C:6]2[N:5]=[C:4]([CH3:17])[C:3]=1[CH2:18][C:19]([O:21][CH3:22])=[O:20].[Li+].C[Si]([N-][Si](C)(C)C)(C)C.I[CH2:34][CH2:35][CH3:36], predict the reaction product. The product is: [Cl:1][C:2]1[N:7]2[N:8]=[C:9]([C:11]3[CH:16]=[CH:15][CH:14]=[CH:13][CH:12]=3)[CH:10]=[C:6]2[N:5]=[C:4]([CH3:17])[C:3]=1[CH:18]([CH2:34][CH2:35][CH3:36])[C:19]([O:21][CH3:22])=[O:20]. (2) Given the reactants [Br:1][C:2]1[N:7]2[CH:8]=[CH:9][N:10]=[C:6]2[C:5](Br)=[N:4][CH:3]=1.[CH:12]([N:15]1[CH2:20][CH2:19][N:18]([C:21]2[N:26]=[CH:25][C:24]([NH2:27])=[CH:23][CH:22]=2)[CH2:17][CH2:16]1)([CH3:14])[CH3:13].C(N(C(C)C)CC)(C)C, predict the reaction product. The product is: [Br:1][C:2]1[N:7]2[CH:8]=[CH:9][N:10]=[C:6]2[C:5]([NH:27][C:24]2[CH:25]=[N:26][C:21]([N:18]3[CH2:19][CH2:20][N:15]([CH:12]([CH3:14])[CH3:13])[CH2:16][CH2:17]3)=[CH:22][CH:23]=2)=[N:4][CH:3]=1. (3) Given the reactants [Br:1][C:2]1[C:11]2[C:10]([CH3:13])([CH3:12])[CH2:9][CH:8]=[C:7]([C:14]([CH3:17])([CH3:16])[CH3:15])[C:6]=2[CH:5]=[C:4]([C:18](=O)[CH3:19])[C:3]=1[O:21][CH:22]([CH3:24])[CH3:23].[CH3:25][CH2:26][O:27][C:28]([CH:30](P(OCC)(OCC)=O)[F:31])=[O:29].C([Li])CCC, predict the reaction product. The product is: [Br:1][C:2]1[C:11]2[C:10]([CH3:13])([CH3:12])[CH2:9][CH:8]=[C:7]([C:14]([CH3:16])([CH3:15])[CH3:17])[C:6]=2[CH:5]=[C:4](/[C:18](/[CH3:19])=[C:30](/[F:31])\[C:28]([O:27][CH2:26][CH3:25])=[O:29])[C:3]=1[O:21][CH:22]([CH3:23])[CH3:24]. (4) Given the reactants [CH:1]([C:3]1[CH:8]=[CH:7][C:6]([B:9]([OH:11])[OH:10])=[CH:5][CH:4]=1)=O.Cl.[F:13][CH2:14][CH2:15][CH2:16][NH2:17].[BH-](OC(C)=O)(OC(C)=O)OC(C)=O.[Na+].[C:32]([O-:35])([O-])=O.[Na+].[Na+].O(C(O[C:42]([CH3:45])([CH3:44])[CH3:43])=O)C(O[C:42]([CH3:45])([CH3:44])[CH3:43])=O, predict the reaction product. The product is: [C:42]([C:32]([N:17]([CH2:1][C:3]1[CH:8]=[CH:7][C:6]([B:9]([OH:11])[OH:10])=[CH:5][CH:4]=1)[CH2:16][CH2:15][CH2:14][F:13])=[O:35])([CH3:45])([CH3:44])[CH3:43].